This data is from Peptide-MHC class II binding affinity with 134,281 pairs from IEDB. The task is: Regression. Given a peptide amino acid sequence and an MHC pseudo amino acid sequence, predict their binding affinity value. This is MHC class II binding data. (1) The peptide sequence is RTLNKIVYIKPAKNI. The MHC is DRB1_0401 with pseudo-sequence DRB1_0401. The binding affinity (normalized) is 0.603. (2) The peptide sequence is CGMFTNRSGSQQW. The MHC is DRB1_1201 with pseudo-sequence DRB1_1201. The binding affinity (normalized) is 0.